The task is: Predict the reaction yield, written as a fraction of the theoretical maximum amount of product (1.0 means a 100% yield; for example, 0.34 means a 34% yield).. This data is from Reaction yield outcomes from USPTO patents with 853,638 reactions. The reactants are [C:1]([C:3]1[CH:8]=[CH:7][C:6]([N:9]2[C:13]([C:14]3[CH:15]=[C:16]([C:32]([O:34]CC)=O)[C:17](=[O:31])[N:18]([C:21]4[CH:26]=[CH:25][CH:24]=[C:23]([C:27]([F:30])([F:29])[F:28])[CH:22]=4)[C:19]=3[CH3:20])=[CH:12][CH:11]=[N:10]2)=[CH:5][CH:4]=1)#[N:2].[CH3:37][N:38]([CH3:44])[CH2:39][CH2:40][CH2:41][CH2:42][NH2:43]. No catalyst specified. The product is [C:1]([C:3]1[CH:8]=[CH:7][C:6]([N:9]2[C:13]([C:14]3[CH:15]=[C:16]([C:32]([NH:43][CH2:42][CH2:41][CH2:40][CH2:39][N:38]([CH3:44])[CH3:37])=[O:34])[C:17](=[O:31])[N:18]([C:21]4[CH:26]=[CH:25][CH:24]=[C:23]([C:27]([F:28])([F:30])[F:29])[CH:22]=4)[C:19]=3[CH3:20])=[CH:12][CH:11]=[N:10]2)=[CH:5][CH:4]=1)#[N:2]. The yield is 0.580.